Dataset: Catalyst prediction with 721,799 reactions and 888 catalyst types from USPTO. Task: Predict which catalyst facilitates the given reaction. (1) Reactant: [Li]CCCC.[O:6]1[C:10]([C:11]2[CH:12]=[C:13]([NH:17][C:18](=[O:21])[O:19][CH3:20])[CH:14]=[CH:15][CH:16]=2)=[CH:9][N:8]=[CH:7]1.[Cl:22]C(Cl)(Cl)C(Cl)(Cl)Cl. Product: [Cl:22][C:7]1[O:6][C:10]([C:11]2[CH:12]=[C:13]([NH:17][C:18](=[O:21])[O:19][CH3:20])[CH:14]=[CH:15][CH:16]=2)=[CH:9][N:8]=1. The catalyst class is: 1. (2) Reactant: [O:1]1[CH2:6][CH2:5][N:4]([C:7]2[N:12]=[C:11]([C:13]3[CH:21]=[CH:20][CH:19]=[C:18]4[C:14]=3[CH:15]=[N:16][N:17]4[CH:22]3[CH2:27][CH2:26][CH2:25][CH2:24][O:23]3)[N:10]=[C:9]([CH2:28][OH:29])[N:8]=2)[CH2:3][CH2:2]1.[CH3:30][S:31](Cl)(=[O:33])=[O:32]. Product: [CH3:30][S:31]([O:29][CH2:28][C:9]1[N:8]=[C:7]([N:4]2[CH2:3][CH2:2][O:1][CH2:6][CH2:5]2)[N:12]=[C:11]([C:13]2[CH:21]=[CH:20][CH:19]=[C:18]3[C:14]=2[CH:15]=[N:16][N:17]3[CH:22]2[CH2:27][CH2:26][CH2:25][CH2:24][O:23]2)[N:10]=1)(=[O:33])=[O:32]. The catalyst class is: 34. (3) The catalyst class is: 344. Reactant: [F:1][C:2]([F:13])([F:12])[C:3]1[CH:4]=[C:5]([CH:9]=[CH:10][CH:11]=1)[C:6]([OH:8])=O.[I:14][C:15]1[CH:16]=[C:17]([CH:19]=[CH:20][C:21]=1[CH3:22])[NH2:18]. Product: [I:14][C:15]1[CH:16]=[C:17]([NH:18][C:6](=[O:8])[C:5]2[CH:9]=[CH:10][CH:11]=[C:3]([C:2]([F:1])([F:13])[F:12])[CH:4]=2)[CH:19]=[CH:20][C:21]=1[CH3:22]. (4) Reactant: [C:1]([N:24]1[CH2:29][CH2:28][N:27](C(OC(C)(C)C)=O)[CH2:26][CH2:25]1)(=[O:23])[CH2:2][CH2:3][CH:4]=[CH:5][CH2:6][CH:7]=[CH:8][CH2:9][CH:10]=[CH:11][CH2:12][CH:13]=[CH:14][CH2:15][CH:16]=[CH:17][CH2:18][CH:19]=[CH:20][CH2:21][CH3:22].C(C(O)=O)(F)(F)F.C([O-])([O-])=O.[Na+].[Na+]. Product: [N:24]1([C:1](=[O:23])[CH2:2][CH2:3][CH:4]=[CH:5][CH2:6][CH:7]=[CH:8][CH2:9][CH:10]=[CH:11][CH2:12][CH:13]=[CH:14][CH2:15][CH:16]=[CH:17][CH2:18][CH:19]=[CH:20][CH2:21][CH3:22])[CH2:29][CH2:28][NH:27][CH2:26][CH2:25]1. The catalyst class is: 2. (5) Reactant: [OH-].[Na+].[OH:3][C:4]1[N:9]2[N:10]=[CH:11][CH:12]=[C:8]2[N:7]=[C:6]([C:13]([O:15]C)=[O:14])[CH:5]=1. Product: [OH:3][C:4]1[N:9]2[N:10]=[CH:11][CH:12]=[C:8]2[N:7]=[C:6]([C:13]([OH:15])=[O:14])[CH:5]=1. The catalyst class is: 12.